Dataset: Forward reaction prediction with 1.9M reactions from USPTO patents (1976-2016). Task: Predict the product of the given reaction. (1) Given the reactants [OH:1][C@@H:2]([C@H:4]1[C:25](=[O:26])[N:6]2[C@@H:7]([C:12]([O:14][CH2:15][C:16]3[CH:21]=[CH:20][C:19]([N+:22]([O-:24])=[O:23])=[CH:18][CH:17]=3)=[O:13])[C:8](=O)[C@H:9]([CH3:10])[C@H:5]12)[CH3:3].[N+:27]([C:30]1[CH:64]=[CH:63][C:33]([CH2:34][O:35][C:36]([NH:38][CH2:39][CH2:40][S:41][C:42]2[N:43]=[CH:44][N:45]3[CH:49]=[C:48]([Sn](CCCC)(CCCC)CCCC)[S:47][C:46]=23)=[O:37])=[CH:32][CH:31]=1)([O-:29])=[O:28], predict the reaction product. The product is: [OH:1][C@@H:2]([C@H:4]1[C:25](=[O:26])[N:6]2[C:7]([C:12]([O:14][CH2:15][C:16]3[CH:17]=[CH:18][C:19]([N+:22]([O-:24])=[O:23])=[CH:20][CH:21]=3)=[O:13])=[C:8]([C:48]3[S:47][C:46]4=[C:42]([S:41][CH2:40][CH2:39][NH:38][C:36]([O:35][CH2:34][C:33]5[CH:63]=[CH:64][C:30]([N+:27]([O-:29])=[O:28])=[CH:31][CH:32]=5)=[O:37])[N:43]=[CH:44][N:45]4[CH:49]=3)[C@H:9]([CH3:10])[C@H:5]12)[CH3:3]. (2) Given the reactants C([O:3][C:4]([CH2:6][CH2:7][CH2:8][N:9]1[CH2:14][CH2:13][N:12]2[N:15]=[C:16]([C:18]([NH:20][CH2:21][C@H:22]([NH:30][C:31]([O:33][CH2:34][C:35]3[CH:40]=[CH:39][CH:38]=[CH:37][CH:36]=3)=[O:32])[C:23]([O:25][C:26]([CH3:29])([CH3:28])[CH3:27])=[O:24])=[O:19])[CH:17]=[C:11]2[C:10]1=[O:41])=O)C.[NH2:42][C:43]([NH2:45])=[NH:44], predict the reaction product. The product is: [NH:44]([C:4]([CH2:6][CH2:7][CH2:8][N:9]1[CH2:14][CH2:13][N:12]2[N:15]=[C:16]([C:18]([NH:20][CH2:21][C@H:22]([NH:30][C:31]([O:33][CH2:34][C:35]3[CH:40]=[CH:39][CH:38]=[CH:37][CH:36]=3)=[O:32])[C:23]([O:25][C:26]([CH3:29])([CH3:28])[CH3:27])=[O:24])=[O:19])[CH:17]=[C:11]2[C:10]1=[O:41])=[O:3])[C:43]([NH2:45])=[NH:42]. (3) Given the reactants [N+:1]([C:4]1[CH:5]=[CH:6][CH:7]=[C:8]2[C:13]=1[N:12]=[CH:11][CH:10]=[CH:9]2)([O-:3])=[O:2].[I-].C[N+:16](C)(C)N.CC(C)([O-])C.[K+].[Cl-].[NH4+], predict the reaction product. The product is: [N+:1]([C:4]1[C:5]([NH2:16])=[CH:6][CH:7]=[C:8]2[C:13]=1[N:12]=[CH:11][CH:10]=[CH:9]2)([O-:3])=[O:2]. (4) The product is: [Br:1][C:2]1[CH:3]=[CH:4][C:5]2[O:10][C:12]([C:13]([O:15][CH2:16][CH3:17])=[O:14])=[CH:7][C:6]=2[CH:9]=1. Given the reactants [Br:1][C:2]1[CH:9]=[C:6]([CH:7]=O)[C:5]([OH:10])=[CH:4][CH:3]=1.Br[CH:12](C(OCC)=O)[C:13]([O:15][CH2:16][CH3:17])=[O:14].C(=O)([O-])[O-].[K+].[K+], predict the reaction product.